Dataset: Peptide-MHC class II binding affinity with 134,281 pairs from IEDB. Task: Regression. Given a peptide amino acid sequence and an MHC pseudo amino acid sequence, predict their binding affinity value. This is MHC class II binding data. (1) The peptide sequence is GGIVNAQNAQLSNCS. The MHC is HLA-DQA10501-DQB10201 with pseudo-sequence HLA-DQA10501-DQB10201. The binding affinity (normalized) is 0.256. (2) The peptide sequence is VDIMVRDGQLTIKAE. The MHC is HLA-DQA10401-DQB10402 with pseudo-sequence HLA-DQA10401-DQB10402. The binding affinity (normalized) is 0.207. (3) The binding affinity (normalized) is 0. The MHC is DRB1_0404 with pseudo-sequence DRB1_0404. The peptide sequence is YKTIAFDEEARR. (4) The peptide sequence is VSAIVGAAASVFVCL. The MHC is DRB1_0701 with pseudo-sequence DRB1_0701. The binding affinity (normalized) is 0.414. (5) The peptide sequence is YAHAAHAAHAAHAAHAA. The MHC is HLA-DQA10101-DQB10501 with pseudo-sequence HLA-DQA10101-DQB10501. The binding affinity (normalized) is 0.116.